From a dataset of Full USPTO retrosynthesis dataset with 1.9M reactions from patents (1976-2016). Predict the reactants needed to synthesize the given product. (1) Given the product [CH3:77][CH2:78][CH2:79][CH2:80][CH2:81][CH2:82][CH2:83][CH2:84][CH2:85][CH2:86][CH2:87][CH2:88][O:89][S:90]([O-:93])(=[O:92])=[O:91].[Na+:94], predict the reactants needed to synthesize it. The reactants are: SC[C@H]([C@@H](CS)O)O.CCC[C@@](O)([C@@H]1[C@]2(OC)[C@@H]3OC4=C(O)C=CC5=C4[C@]43CCN(C)[C@H](C5)C4(C=C2)C1)C.C[C@H](CN(C)C)CN1C2C=C(OC)C=CC=2SC2C1=CC=CC=2.CO.C(N)C(O)=O.C(O)C(N)(CO)CO.[CH3:77][CH2:78][CH2:79][CH2:80][CH2:81][CH2:82][CH2:83][CH2:84][CH2:85][CH2:86][CH2:87][CH2:88][O:89][S:90]([O-:93])(=[O:92])=[O:91].[Na+:94]. (2) Given the product [C:19]([CH:18]([CH2:17][C:16]1[CH:15]=[CH:14][C:13]([C:11]#[N:12])=[CH:44][CH:43]=1)[CH2:31][CH2:32][C:33]1[CH:38]=[CH:37][C:36]([C:39]([O:41][CH3:42])=[O:40])=[CH:35][CH:34]=1)([OH:21])=[O:20], predict the reactants needed to synthesize it. The reactants are: C(N(CC)CC)C.C(O)=O.[C:11]([C:13]1[CH:44]=[CH:43][C:16]([CH2:17][C:18]([CH2:31][CH2:32][C:33]2[CH:38]=[CH:37][C:36]([C:39]([O:41][CH3:42])=[O:40])=[CH:35][CH:34]=2)(C(OCC=C)=O)[C:19]([O:21]CC=C)=[O:20])=[CH:15][CH:14]=1)#[N:12].C1(P(C2C=CC=CC=2)C2C=CC=CC=2)C=CC=CC=1. (3) Given the product [CH3:10][NH:11][C:12](=[O:19])[C:13]1[CH:18]=[CH:17][CH:16]=[CH:15][CH:14]=1, predict the reactants needed to synthesize it. The reactants are: ClC1C=C([C@H](CCN2CCC(N(C(=O)C(F)(F)F)CCNC(=O)C(F)(F)F)CC2)[CH2:10][N:11](C)[C:12](=[O:19])[C:13]2[CH:18]=[CH:17][CH:16]=[CH:15][CH:14]=2)C=CC=1Cl.FC(F)(F)C(N(CCCNC(=O)C(F)(F)F)C1CCNCC1)=O.ClC1C=C(C(CC=O)CN(C)C(=O)C2C=CC=CC=2)C=CC=1Cl. (4) Given the product [CH:20]1([NH:23][C:15]([C:14]2[CH:13]=[CH:12][C:11]([N:7]3[C:8]4[C:4](=[CH:3][C:2]([NH:1][C:41]([C:37]5[CH:36]=[C:35]6[C:40](=[CH:39][CH:38]=5)[N:32]([CH2:31][CH2:30][N:27]5[CH2:26][CH2:25][O:24][CH2:29][CH2:28]5)[CH:33]=[CH:34]6)=[O:42])=[CH:10][CH:9]=4)[CH:5]=[CH:6]3)=[CH:19][CH:18]=2)=[O:16])[CH2:22][CH2:21]1, predict the reactants needed to synthesize it. The reactants are: [NH2:1][C:2]1[CH:3]=[C:4]2[C:8](=[CH:9][CH:10]=1)[N:7]([C:11]1[CH:19]=[CH:18][C:14]([C:15](O)=[O:16])=[CH:13][CH:12]=1)[CH:6]=[CH:5]2.[CH:20]1([NH2:23])[CH2:22][CH2:21]1.[O:24]1[CH2:29][CH2:28][N:27]([CH2:30][CH2:31][N:32]2[C:40]3[C:35](=[CH:36][C:37]([C:41](O)=[O:42])=[CH:38][CH:39]=3)[CH:34]=[CH:33]2)[CH2:26][CH2:25]1. (5) The reactants are: [Br-].[F:2][C:3]1[C:4]2[CH2:5][CH:6]3[C:15](=[N+:16]4CCCC4)[CH:9]([CH2:10][C:11]=2[CH:12]=[CH:13][CH:14]=1)[CH2:8][CH2:7]3.Cl.NO.O.O.O.C([O-])(=[O:29])C.[Na+].C(O)C.O. Given the product [F:2][C:3]1[C:4]2[CH2:5][CH:6]3[C:15](=[N:16][OH:29])[CH:9]([CH2:10][C:11]=2[CH:12]=[CH:13][CH:14]=1)[CH2:8][CH2:7]3, predict the reactants needed to synthesize it. (6) Given the product [Br:45][C:41]1[CH:40]=[C:39]2[C:44](=[CH:43][CH:42]=1)[C:35]([CH2:34][N:15]1[C:16](=[O:33])[C@@H:17]([NH:19][C:20](=[O:32])[C@@H:21]([N:23]([C:25]([O:27][C:28]([CH3:30])([CH3:31])[CH3:29])=[O:26])[CH3:24])[CH3:22])[CH2:18][N:12]([C:10]([C:7]3[CH:8]=[CH:9][C:4]([C:3]([OH:52])=[O:2])=[CH:5][CH:6]=3)=[O:11])[C:13]3[CH:51]=[CH:50][CH:49]=[CH:48][C:14]1=3)=[C:36]([O:46][CH3:47])[CH:37]=[CH:38]2, predict the reactants needed to synthesize it. The reactants are: C[O:2][C:3](=[O:52])[C:4]1[CH:9]=[CH:8][C:7]([C:10]([N:12]2[CH2:18][C@H:17]([NH:19][C:20](=[O:32])[C@@H:21]([N:23]([C:25]([O:27][C:28]([CH3:31])([CH3:30])[CH3:29])=[O:26])[CH3:24])[CH3:22])[C:16](=[O:33])[N:15]([CH2:34][C:35]3[C:44]4[C:39](=[CH:40][C:41]([Br:45])=[CH:42][CH:43]=4)[CH:38]=[CH:37][C:36]=3[O:46][CH3:47])[C:14]3[CH:48]=[CH:49][CH:50]=[CH:51][C:13]2=3)=[O:11])=[CH:6][CH:5]=1.[Li+].[OH-].C(O)(=O)CC(CC(O)=O)(C(O)=O)O. (7) Given the product [CH:16]([C:19]1[CH:26]=[CH:25][C:22]([CH2:23][C:10]([CH3:14])([CH3:6])[C:11]([OH:13])=[O:12])=[CH:21][CH:20]=1)([CH3:18])[CH3:17], predict the reactants needed to synthesize it. The reactants are: C([Li])CCC.[CH2:6]([CH:10]([CH2:14]C)[C:11]([OH:13])=[O:12])C(C)C.[CH:16]([C:19]1[CH:26]=[CH:25][C:22]([CH2:23]Cl)=[CH:21][CH:20]=1)([CH3:18])[CH3:17].Cl. (8) Given the product [F:46][C:47]1[CH:48]=[C:49]([CH:91]=[CH:92][CH:93]=1)[CH2:50][N:51]1[CH:55]=[C:54]([C:56]2[C:64]3[C:59](=[N:60][CH:61]=[C:62]([C:65]4[CH:66]=[N:67][C:68]([N:71]5[CH2:72][CH2:73][N:74]([CH2:77][CH:78]([CH3:79])[CH3:80])[CH2:75][CH2:76]5)=[CH:69][CH:70]=4)[CH:63]=3)[NH:58][CH:57]=2)[CH:53]=[N:52]1, predict the reactants needed to synthesize it. The reactants are: Cl.FC1C=C(C=CC=1)CN1C=C(C2C3C(=NC=C(C4C=CC(C5CCNCC5)=CC=4)C=3)N(S(C3C=CC(C)=CC=3)(=O)=O)C=2)C=N1.[F:46][C:47]1[CH:48]=[C:49]([CH:91]=[CH:92][CH:93]=1)[CH2:50][N:51]1[CH:55]=[C:54]([C:56]2[C:64]3[C:59](=[N:60][CH:61]=[C:62]([C:65]4[CH:66]=[N:67][C:68]([N:71]5[CH2:76][CH2:75][N:74]([CH2:77][CH:78]([CH3:80])[CH3:79])[CH2:73][CH2:72]5)=[CH:69][CH:70]=4)[CH:63]=3)[N:58](S(C3C=CC(C)=CC=3)(=O)=O)[CH:57]=2)[CH:53]=[N:52]1.[OH-].[Li+].